Dataset: Full USPTO retrosynthesis dataset with 1.9M reactions from patents (1976-2016). Task: Predict the reactants needed to synthesize the given product. (1) Given the product [CH:9]1[C:10]2[C:1]3[N:2]([CH:3]=[CH:4][C:5]=2[CH:6]=[CH:7][N:8]=1)[C:29]1[C:24](=[CH:25][CH:26]=[CH:27][CH:28]=1)[N:11]=3, predict the reactants needed to synthesize it. The reactants are: [C:1]1([NH2:11])[C:10]2[C:5](=[CH:6][CH:7]=[N:8][CH:9]=2)[CH:4]=[CH:3][N:2]=1.C[Si]([N-][Si](C)(C)C)(C)C.[Li+].CC1(C)[C:29]2[C:24](=[C:25](P([C:24]3[CH:29]=[CH:28][CH:27]=[CH:26][CH:25]=3)[C:24]3[CH:29]=[CH:28][CH:27]=[CH:26][CH:25]=3)[CH:26]=[CH:27][CH:28]=2)O[C:25]2[C:26](P([C:24]3[CH:29]=[CH:28][CH:27]=[CH:26][CH:25]=3)[C:24]3[CH:29]=[CH:28][CH:27]=[CH:26][CH:25]=3)=[CH:27][CH:28]=[CH:29][C:24]1=2.NC1C2C(=CC=CC=2)C=CN=1. (2) Given the product [Cl:1][C:2]1[CH:12]=[C:11]([Cl:13])[CH:10]=[CH:9][C:3]=1[O:4][CH2:5][C:6]([NH:44][C:42]1[CH:41]=[C:40]([CH:39]=[CH:38][CH:43]=1)[C:51]([NH:49][CH2:48][CH2:33][CH2:31][N:27]1[CH2:26][CH2:25][O:15][CH2:30][CH2:28]1)=[O:52])=[O:8], predict the reactants needed to synthesize it. The reactants are: [Cl:1][C:2]1[CH:12]=[C:11]([Cl:13])[CH:10]=[CH:9][C:3]=1[O:4][CH2:5][C:6]([OH:8])=O.C[O:15]C(=O)C1C=C(N)C=NC=1.[CH3:25][CH2:26][N:27]([CH:31]([CH3:33])C)[CH:28]([CH3:30])C.C(Cl)CCl.[CH:38]1[CH:39]=[CH:40][C:41]2N(O)N=[N:44][C:42]=2[CH:43]=1.[CH3:48][N:49]([CH:51]=[O:52])C. (3) Given the product [CH2:1]([C:6]1[N:7]=[C:8]([C:11]2([NH2:12])[CH2:14][CH2:13]2)[S:9][CH:10]=1)[C:2]([CH3:5])([CH3:4])[CH3:3], predict the reactants needed to synthesize it. The reactants are: [CH2:1]([C:6]1[N:7]=[C:8]([C:11]#[N:12])[S:9][CH:10]=1)[C:2]([CH3:5])([CH3:4])[CH3:3].[CH3:13][CH2:14][Mg+].[Br-].B(F)(F)F.CCOCC.Cl.[OH-].[Na+].